Dataset: Reaction yield outcomes from USPTO patents with 853,638 reactions. Task: Predict the reaction yield, written as a fraction of the theoretical maximum amount of product (1.0 means a 100% yield; for example, 0.34 means a 34% yield). (1) The product is [Cl:39][CH2:23][C:19]1[CH:18]=[C:17]([S:14]([N:5]2[C:6]([C:7]3[C:8]([F:13])=[N:9][CH:10]=[CH:11][CH:12]=3)=[C:2]([F:1])[C:3]([CH2:25][N:26]([CH3:34])[C:27](=[O:33])[O:28][C:29]([CH3:32])([CH3:31])[CH3:30])=[CH:4]2)(=[O:16])=[O:15])[CH:22]=[CH:21][CH:20]=1. The catalyst is O1CCCC1. The yield is 0.550. The reactants are [F:1][C:2]1[C:3]([CH2:25][N:26]([CH3:34])[C:27](=[O:33])[O:28][C:29]([CH3:32])([CH3:31])[CH3:30])=[CH:4][N:5]([S:14]([C:17]2[CH:22]=[CH:21][CH:20]=[C:19]([CH2:23]O)[CH:18]=2)(=[O:16])=[O:15])[C:6]=1[C:7]1[C:8]([F:13])=[N:9][CH:10]=[CH:11][CH:12]=1.CS([Cl:39])(=O)=O.C(N(C(C)C)CC)(C)C. (2) The reactants are F[C:2]1[CH:9]=[CH:8][C:7]([CH:10]=[O:11])=[CH:6][C:3]=1[C:4]#[N:5].C([O-])([O-])=O.[K+].[K+].[N+:18]([C:21]1[N:25]=[CH:24][NH:23][N:22]=1)([O-:20])=[O:19]. The catalyst is CN(C=O)C.O. The product is [CH:10]([C:7]1[CH:8]=[CH:9][C:2]([N:23]2[CH:24]=[N:25][C:21]([N+:18]([O-:20])=[O:19])=[N:22]2)=[C:3]([CH:6]=1)[C:4]#[N:5])=[O:11]. The yield is 0.450. (3) The catalyst is C(O)(C)(C)C.CC(=O)CC. The yield is 0.320. The product is [Br:1][C:2]1[CH:11]=[CH:10][C:9]2[C:4](=[CH:5][CH:6]=[C:7]([O:12][C@H:24]3[CH2:29][CH2:28][C@H:27]([C:30]([CH3:33])([CH3:32])[CH3:31])[CH2:26][CH2:25]3)[CH:8]=2)[CH:3]=1. The reactants are [Br:1][C:2]1[CH:3]=[C:4]2[C:9](=[CH:10][CH:11]=1)[CH:8]=[C:7]([OH:12])[CH:6]=[CH:5]2.C(=O)([O-])[O-].[Cs+].[Cs+].CS(O[C@H:24]1[CH2:29][CH2:28][C@H:27]([C:30]([CH3:33])([CH3:32])[CH3:31])[CH2:26][CH2:25]1)(=O)=O. (4) The reactants are [CH3:1][S:2]([NH:5][C:6]1[CH:35]=[CH:34][C:9]([C:10]([N:12]2[C:21]3[C:16](=[CH:17][CH:18]=[CH:19][CH:20]=3)[C@H:15]([N:22]([C:27]3[CH:32]=[CH:31][CH:30]=[CH:29][CH:28]=3)[C:23](=[O:26])[CH2:24][CH3:25])[CH2:14][C@@H:13]2[CH3:33])=[O:11])=[CH:8][CH:7]=1)(=[O:4])=[O:3].NC1C=CC(C(N2C3C(=CC=CC=3)[C@H](N(C3C=CC=CC=3)C(=O)C)C[C@@H]2C)=O)=CC=1.CS(OS(C)(=O)=O)(=O)=O. The catalyst is CN(C=O)C. The product is [CH3:1][S:2]([NH:5][C:6]1[CH:35]=[CH:34][C:9]([C:10]([N:12]2[C:21]3[C:16](=[CH:17][CH:18]=[CH:19][CH:20]=3)[CH:15]([N:22]([C:27]3[CH:32]=[CH:31][CH:30]=[CH:29][CH:28]=3)[C:23](=[O:26])[CH2:24][CH3:25])[CH2:14][CH:13]2[CH3:33])=[O:11])=[CH:8][CH:7]=1)(=[O:3])=[O:4]. The yield is 0.250. (5) The reactants are C([O:3][C:4](=[O:33])[C:5]1[CH:10]=[CH:9][C:8]([C:11]([F:14])([F:13])[F:12])=[CH:7][C:6]=1[C:15]1[CH:24]=[C:23]2[C:18]([C@H:19]([OH:32])[C@@H:20]([CH2:25][C:26]3[CH:31]=[CH:30][CH:29]=[CH:28][CH:27]=3)[CH2:21][O:22]2)=[CH:17][CH:16]=1)C.[OH-].[Na+]. The catalyst is C(O)(C)C.O.C(OC(C)C)(C)C. The product is [CH2:25]([C@@H:20]1[C@@H:19]([OH:32])[C:18]2[C:23](=[CH:24][C:15]([C:6]3[CH:7]=[C:8]([C:11]([F:14])([F:12])[F:13])[CH:9]=[CH:10][C:5]=3[C:4]([OH:33])=[O:3])=[CH:16][CH:17]=2)[O:22][CH2:21]1)[C:26]1[CH:27]=[CH:28][CH:29]=[CH:30][CH:31]=1. The yield is 0.550.